From a dataset of Drug-target binding data from BindingDB using IC50 measurements. Regression. Given a target protein amino acid sequence and a drug SMILES string, predict the binding affinity score between them. We predict pIC50 (pIC50 = -log10(IC50 in M); higher means more potent). Dataset: bindingdb_ic50. (1) The small molecule is O=c1cc(-c2ccccc2F)oc2c1ccc1ccccc12. The target protein sequence is MGSSELVIWCLACCLAAARAAKLGSVYTEGGFVEGVNKKLSLLGDSVDIFKGIPFAAAPKALENPQRHPGWQGTLKAKDFKKRCLQATITQDSTYGDEDCLYLNIWVPQGRKEVSRDLPVMIWIYGGAFLMGSGQGANFLSNYLYDGEELATRGNVIVVTFNYRVGPLGFLSTGDANLPGNYGLRDQHMAIAWVKRNIAAFGGDPDNITIFGESAGGASVSLQTLSPYNKGLIKRAISQSGVALSPWAIQKNPLSWAKTIAEKVGCPMDDTARMARCLKITDPRALTLAYKLPLTKQEFPVVHYLGFIPVVDGDFIPDDPVNLYANAADIDYLAGTNDMDGHLFATVDLPAVDKDKKTITEEDFYKLVSGFTIVKGPRGANITFDVYTASWAQDSSQETKKKTVVDLETDILFLMPTETAVAQHRANAKSAQTYTYVFAHPSRMPVYPSWYVFGKPFAMIAYWTNFARSGDPNMGGSSVPTHWEPYTLESSKYLEITNKM.... The pIC50 is 8.5. (2) The small molecule is COc1ccc(C2CC(c3ccco3)=Nc3ccccc3S2)cc1. The target protein (P59071) has sequence SLLEFGKMILEETGKLAIPSYSSYGCYCGWGGKGTPKDATDRCCFVHDCCYGNLPDCNPKSDRYKYKRVNGAIVCEKGTSCENRICECDKAAAICFRQNLNTYSKKYMLYPDFLCKGELKC. The pIC50 is 5.0.